Predict the reaction yield, written as a fraction of the theoretical maximum amount of product (1.0 means a 100% yield; for example, 0.34 means a 34% yield). From a dataset of Reaction yield outcomes from USPTO patents with 853,638 reactions. (1) The reactants are Br[C:2]1[CH:7]=[CH:6][N:5]=[C:4]([Cl:8])[CH:3]=1.[F:9][C:10]1[CH:15]=[CH:14][C:13](B(O)O)=[C:12]([O:19][CH3:20])[CH:11]=1.[O-]P([O-])([O-])=O.[K+].[K+].[K+]. The catalyst is O1CCOCC1.O.CCOC(C)=O.C1C=CC(P(C2C=CC=CC=2)[C-]2C=CC=C2)=CC=1.C1C=CC(P(C2C=CC=CC=2)[C-]2C=CC=C2)=CC=1.Cl[Pd]Cl.[Fe+2]. The product is [Cl:8][C:4]1[CH:3]=[C:2]([C:13]2[CH:14]=[CH:15][C:10]([F:9])=[CH:11][C:12]=2[O:19][CH3:20])[CH:7]=[CH:6][N:5]=1. The yield is 0.450. (2) The reactants are C([O:3][CH:4](OCC)[CH2:5][O:6][C:7](=[O:16])[C:8]1[CH:13]=[CH:12][C:11]([O:14][CH3:15])=[CH:10][CH:9]=1)C.C(O)(C(F)(F)F)=O.O. The catalyst is C(Cl)Cl. The product is [O:3]=[CH:4][CH2:5][O:6][C:7](=[O:16])[C:8]1[CH:13]=[CH:12][C:11]([O:14][CH3:15])=[CH:10][CH:9]=1. The yield is 1.00. (3) The reactants are [CH2:1]([NH:8][C:9]1[C:10]2[S:18][CH:17]=[C:16]([CH:19]=[CH2:20])[C:11]=2[N:12]=[C:13](Cl)[N:14]=1)[C:2]1[CH:7]=[CH:6][CH:5]=[CH:4][CH:3]=1.[O:21]1[CH2:26][CH2:25][N:24]([CH2:27][CH2:28][NH2:29])[CH2:23][CH2:22]1. No catalyst specified. The product is [CH2:1]([NH:8][C:9]1[C:10]2[S:18][CH:17]=[C:16]([CH:19]=[CH2:20])[C:11]=2[N:12]=[C:13]([NH:29][CH2:28][CH2:27][N:24]2[CH2:25][CH2:26][O:21][CH2:22][CH2:23]2)[N:14]=1)[C:2]1[CH:7]=[CH:6][CH:5]=[CH:4][CH:3]=1. The yield is 0.780. (4) The product is [Cl:1][C:2]1[C:3]([C:11]#[N:12])=[C:4]([C:8]([NH:22][C@@H:23]2[CH2:28][CH2:27][N:26]([C:29]([O:31][CH2:32][CH3:33])=[O:30])[CH2:25][C@@H:24]2[O:34][CH2:35][CH2:36][CH3:37])=[O:10])[NH:5][C:6]=1[CH3:7]. The yield is 0.760. The reactants are [Cl:1][C:2]1[C:3]([C:11]#[N:12])=[C:4]([C:8]([OH:10])=O)[NH:5][C:6]=1[CH3:7].ClC1C=C(C([NH:22][C@H:23]2[CH2:28][CH2:27][N:26]([C:29]([O:31][CH2:32][CH3:33])=[O:30])[CH2:25][C@H:24]2[O:34][CH2:35][CH2:36][CH3:37])=O)NC=1C.ON1C2C=CC=CC=2N=N1.CN1CCOCC1. The catalyst is ClCCl. (5) The product is [F:34][C:35]1[CH:36]=[C:37]([CH:38]=[CH:39][CH:40]=1)[O:23][CH:16]([C:17]1[CH:18]=[CH:19][CH:20]=[CH:21][CH:22]=1)[CH:13]1[CH2:12][CH2:11][NH:10][CH2:15][CH2:14]1. The yield is 0.880. The reactants are [H-].[Na+].C(OC([N:10]1[CH2:15][CH2:14][CH:13]([CH:16]([OH:23])[C:17]2[CH:22]=[CH:21][CH:20]=[CH:19][CH:18]=2)[CH2:12][CH2:11]1)=O)(C)(C)C.C([O-])(=O)C1C=CC=CC=1.[K+].[F:34][C:35]1[CH:40]=[CH:39][CH:38]=[C:37](F)[CH:36]=1.[Na+].[Cl-]. The catalyst is CS(C)=O.O. (6) The reactants are [Br:1][C:2](=[CH2:17])[CH2:3][CH2:4][CH2:5][CH2:6][O:7][C:8](=[O:16])[C:9]1[CH:14]=[CH:13][C:12]([CH3:15])=[CH:11][CH:10]=1.C(Cl)Cl.[CH:21]([Br:24])(Br)[Br:22].[OH-].[K+]. The catalyst is [Br-].[Br-].C([N+](C)(C)CC[N+](CC1C=CC=CC=1)(C)C)C1C=CC=CC=1.O. The product is [Br:1][C:2]1([CH2:3][CH2:4][CH2:5][CH2:6][O:7][C:8](=[O:16])[C:9]2[CH:14]=[CH:13][C:12]([CH3:15])=[CH:11][CH:10]=2)[CH2:17][C:21]1([Br:24])[Br:22]. The yield is 0.610. (7) The reactants are [CH:1]1([CH2:6][C@H:7]([CH2:11][N:12]([CH:21]=[O:22])[O:13][CH2:14][C:15]2[CH:20]=[CH:19][CH:18]=[CH:17][CH:16]=2)[C:8]([OH:10])=O)[CH2:5][CH2:4][CH2:3][CH2:2]1.[Cl:23][C:24]1[N:29]=[C:28]([NH:30][CH:31]([CH3:33])[CH3:32])[C:27]([F:34])=[C:26]([NH:35][NH2:36])[N:25]=1.C(Cl)CCl.C1C=NC2N(O)N=NC=2C=1.CN1CCOCC1. The catalyst is CN(C=O)C. The product is [Cl:23][C:24]1[N:25]=[C:26]([NH:35][NH:36][C:8](=[O:10])[C@H:7]([CH2:6][CH:1]2[CH2:2][CH2:3][CH2:4][CH2:5]2)[CH2:11][N:12]([O:13][CH2:14][C:15]2[CH:20]=[CH:19][CH:18]=[CH:17][CH:16]=2)[CH:21]=[O:22])[C:27]([F:34])=[C:28]([NH:30][CH:31]([CH3:33])[CH3:32])[N:29]=1. The yield is 0.170.